Task: Predict the reactants needed to synthesize the given product.. Dataset: Full USPTO retrosynthesis dataset with 1.9M reactions from patents (1976-2016) (1) Given the product [Cl:19][C:20]1[CH:25]=[C:24]([C:26]2([C:7]3[CH:8]=[C:9]([CH3:18])[C:10]([O:14][CH:15]([F:17])[F:16])=[C:11]([CH3:13])[N:12]=3)[C:34]3[C:35](=[C:36]([F:40])[CH:37]=[CH:38][CH:39]=3)[C:41]([NH2:42])=[N:27]2)[CH:23]=[CH:22][N:21]=1, predict the reactants needed to synthesize it. The reactants are: C([Li])CCC.Br[C:7]1[N:12]=[C:11]([CH3:13])[C:10]([O:14][CH:15]([F:17])[F:16])=[C:9]([CH3:18])[CH:8]=1.[Cl:19][C:20]1[CH:25]=[C:24]([C:26]([C:34]2[CH:39]=[CH:38][CH:37]=[C:36]([F:40])[C:35]=2[C:41]#[N:42])=[N:27]S(C(C)(C)C)=O)[CH:23]=[CH:22][N:21]=1.Cl.C(=O)(O)[O-].[Na+]. (2) Given the product [Br:25][CH2:15][CH2:14][O:13][C:12]1[CH:17]=[CH:18][C:9]([O:8][CH2:7][C:4]2[CH:5]=[CH:6][C:1]([C:19]3[CH:24]=[CH:23][CH:22]=[CH:21][CH:20]=3)=[CH:2][CH:3]=2)=[CH:10][CH:11]=1, predict the reactants needed to synthesize it. The reactants are: [C:1]1([C:19]2[CH:24]=[CH:23][CH:22]=[CH:21][CH:20]=2)[CH:6]=[CH:5][C:4]([CH2:7][O:8][C:9]2[CH:18]=[CH:17][C:12]([O:13][CH2:14][CH2:15]O)=[CH:11][CH:10]=2)=[CH:3][CH:2]=1.[Br:25]C(Br)(Br)Br.C1(P(C2C=CC=CC=2)C2C=CC=CC=2)C=CC=CC=1.